Task: Regression. Given two drug SMILES strings and cell line genomic features, predict the synergy score measuring deviation from expected non-interaction effect.. Dataset: NCI-60 drug combinations with 297,098 pairs across 59 cell lines (1) Drug 1: C1=NC2=C(N=C(N=C2N1C3C(C(C(O3)CO)O)O)F)N. Drug 2: CCCCC(=O)OCC(=O)C1(CC(C2=C(C1)C(=C3C(=C2O)C(=O)C4=C(C3=O)C=CC=C4OC)O)OC5CC(C(C(O5)C)O)NC(=O)C(F)(F)F)O. Cell line: HS 578T. Synergy scores: CSS=29.6, Synergy_ZIP=2.52, Synergy_Bliss=4.21, Synergy_Loewe=-16.4, Synergy_HSA=3.82. (2) Drug 1: C1CC(C1)(C(=O)O)C(=O)O.[NH2-].[NH2-].[Pt+2]. Drug 2: CC1CCC2CC(C(=CC=CC=CC(CC(C(=O)C(C(C(=CC(C(=O)CC(OC(=O)C3CCCCN3C(=O)C(=O)C1(O2)O)C(C)CC4CCC(C(C4)OC)O)C)C)O)OC)C)C)C)OC. Cell line: SK-MEL-5. Synergy scores: CSS=12.7, Synergy_ZIP=-1.10, Synergy_Bliss=0.315, Synergy_Loewe=-1.78, Synergy_HSA=0.807. (3) Drug 1: C1=CC=C(C(=C1)C(C2=CC=C(C=C2)Cl)C(Cl)Cl)Cl. Drug 2: C(CN)CNCCSP(=O)(O)O. Cell line: OVCAR3. Synergy scores: CSS=4.07, Synergy_ZIP=-1.90, Synergy_Bliss=-2.53, Synergy_Loewe=-1.94, Synergy_HSA=-6.05. (4) Drug 1: CC12CCC(CC1=CCC3C2CCC4(C3CC=C4C5=CN=CC=C5)C)O. Drug 2: CC1C(C(CC(O1)OC2CC(OC(C2O)C)OC3=CC4=CC5=C(C(=O)C(C(C5)C(C(=O)C(C(C)O)O)OC)OC6CC(C(C(O6)C)O)OC7CC(C(C(O7)C)O)OC8CC(C(C(O8)C)O)(C)O)C(=C4C(=C3C)O)O)O)O. Cell line: A498. Synergy scores: CSS=35.7, Synergy_ZIP=21.3, Synergy_Bliss=19.6, Synergy_Loewe=19.5, Synergy_HSA=17.5.